This data is from Full USPTO retrosynthesis dataset with 1.9M reactions from patents (1976-2016). The task is: Predict the reactants needed to synthesize the given product. (1) Given the product [Cl:18][C:7]1[CH:8]=[CH:9][CH:10]=[C:11]2[C:6]=1[N:5]=[C:4]([O:3][CH2:1][CH3:2])[CH:13]=[C:12]2[OH:14], predict the reactants needed to synthesize it. The reactants are: [CH2:1]([O:3][C:4]1[CH:13]=[C:12]([OH:14])[C:11]2[C:6](=[C:7](C)[C:8](OC)=[CH:9][CH:10]=2)[N:5]=1)[CH3:2].[Cl:18]C1C=CC=CC=1N. (2) The reactants are: Cl.[C:2]([O:6][C:7](=[O:17])[C@H:8]([CH2:10][C:11]1[CH:16]=[CH:15][CH:14]=[CH:13][CH:12]=1)[NH2:9])([CH3:5])([CH3:4])[CH3:3].C(N(CC)CC)C. Given the product [C:2]([O:6][C:7](=[O:17])[C@H:8]([CH2:10][C:11]1[CH:16]=[CH:15][CH:14]=[CH:13][CH:12]=1)[NH2:9])([CH3:5])([CH3:3])[CH3:4], predict the reactants needed to synthesize it.